Dataset: Full USPTO retrosynthesis dataset with 1.9M reactions from patents (1976-2016). Task: Predict the reactants needed to synthesize the given product. (1) Given the product [Cl:34][CH:35]([Cl:36])[CH3:6].[CH:23]([N:28]([CH:10]([CH3:9])[CH3:11])[CH2:29][CH3:30])([CH3:22])[CH3:18], predict the reactants needed to synthesize it. The reactants are: CS(Cl)(=O)=O.[C:6]1(C)C(S(Cl)(=O)=O)=C[CH:9]=[CH:10][CH:11]=1.C(S(Cl)(=O)=O)[C:18]1[CH:23]=[CH:22]C=CC=1.[N:28]1C=CC=[CH:30][CH:29]=1.[Cl:34][CH2:35][Cl:36]. (2) Given the product [CH3:2][O:3][C@@H:4]1[CH2:8][CH2:7][N:6]([C@@H:9]([CH3:31])[CH2:10][OH:11])[CH2:5]1, predict the reactants needed to synthesize it. The reactants are: Cl.[CH3:2][O:3][C@@H:4]1[CH2:8][CH2:7][N:6]([C@@H:9]([CH3:31])[CH2:10][O:11]C(C2C=CC=CC=2)(C2C=CC=CC=2)C2C=CC=CC=2)[CH2:5]1.